From a dataset of Full USPTO retrosynthesis dataset with 1.9M reactions from patents (1976-2016). Predict the reactants needed to synthesize the given product. (1) Given the product [CH2:1]([C:5]1[O:6][C:7]2[CH:14]=[CH:13][C:12]([N+:15]([O-:17])=[O:16])=[CH:11][C:8]=2[CH:9]=1)[CH2:2][CH2:3][CH3:4], predict the reactants needed to synthesize it. The reactants are: [CH2:1]([CH:5]1[CH:9](O)[C:8]2[CH:11]=[C:12]([N+:15]([O-:17])=[O:16])[CH:13]=[CH:14][C:7]=2[O:6]1)[CH2:2][CH2:3][CH3:4].C(O)C.S(=O)(=O)(O)O. (2) Given the product [Br:12][C:13]1[CH:14]=[C:15]([C:16]([N:9]2[CH2:8][CH2:7][O:6][C:5]3[N:10]=[CH:11][C:2]([CH3:1])=[CH:3][C:4]2=3)=[O:17])[CH:19]=[C:20]([Br:24])[C:21]=1[O:22][CH3:23], predict the reactants needed to synthesize it. The reactants are: [CH3:1][C:2]1[CH:11]=[N:10][C:5]2[O:6][CH2:7][CH2:8][NH:9][C:4]=2[CH:3]=1.[Br:12][C:13]1[CH:14]=[C:15]([CH:19]=[C:20]([Br:24])[C:21]=1[O:22][CH3:23])[C:16](Cl)=[O:17].C(N(CC)CC)C.Cl. (3) Given the product [CH2:11]([N:1]1[CH2:8][CH2:7][CH2:6][C@H:2]1[C:3]([OH:5])=[O:4])[C:12]1[CH:17]=[CH:16][CH:15]=[CH:14][CH:13]=1, predict the reactants needed to synthesize it. The reactants are: [NH:1]1[CH2:8][CH2:7][CH2:6][C@H:2]1[C:3]([OH:5])=[O:4].[OH-].[K+].[CH2:11](Cl)[C:12]1[CH:17]=[CH:16][CH:15]=[CH:14][CH:13]=1.Cl. (4) Given the product [Br:1][C:2]1[C:3]2[CH:11]=[C:10]([C:12]([O:14][CH3:15])=[O:13])[S:9][C:4]=2[C:5](=[O:8])[N:6]([CH3:16])[CH:7]=1, predict the reactants needed to synthesize it. The reactants are: [Br:1][C:2]1[CH:7]=[N:6][C:5]([OH:8])=[C:4]2[S:9][C:10]([C:12]([O:14][CH3:15])=[O:13])=[CH:11][C:3]=12.[C:16]([O-])([O-])=O.[K+].[K+].CI. (5) Given the product [F:8][C:7]1[CH:6]=[CH:5][C:4]([N+:9]([O-:11])=[O:10])=[C:3]([O:12][CH3:13])[C:2]=1[F:1], predict the reactants needed to synthesize it. The reactants are: [F:1][C:2]1[C:7]([F:8])=[CH:6][CH:5]=[C:4]([N+:9]([O-:11])=[O:10])[C:3]=1[OH:12].[C:13](=O)([O-])[O-].[K+].[K+].CI.O. (6) The reactants are: [CH2:1]([C:5]1[CH:10]=[CH:9][C:8]([C:11]2[C:24]3[C:23]4[N:22]=[C:21]([CH3:25])[CH:20]=[CH:19][C:18]=4[C:17]([NH2:26])=[N:16][C:15]=3[CH:14]=[CH:13][CH:12]=2)=[CH:7][CH:6]=1)[CH:2]([CH3:4])[CH3:3].CNCCNC.C(=O)([O-])[O-].[Cs+].[Cs+].I[C:40]1[CH:45]=[CH:44][CH:43]=[CH:42][C:41]=1I. Given the product [CH2:1]([C:5]1[CH:6]=[CH:7][C:8]([C:11]2[C:24]3[C:23]4[N:22]=[C:21]([CH3:25])[CH:20]=[CH:19][C:18]=4[C:17]4=[N:26][C:40]5[CH:45]=[CH:44][CH:43]=[CH:42][C:41]=5[N:16]4[C:15]=3[CH:14]=[CH:13][CH:12]=2)=[CH:9][CH:10]=1)[CH:2]([CH3:4])[CH3:3], predict the reactants needed to synthesize it.